Dataset: Tyrosyl-DNA phosphodiesterase HTS with 341,365 compounds. Task: Binary Classification. Given a drug SMILES string, predict its activity (active/inactive) in a high-throughput screening assay against a specified biological target. The drug is o1c2c(cc(OCC(=O)NCc3occc3)cc2)c(=O)cc1c1ccccc1. The result is 1 (active).